Dataset: Peptide-MHC class II binding affinity with 134,281 pairs from IEDB. Task: Regression. Given a peptide amino acid sequence and an MHC pseudo amino acid sequence, predict their binding affinity value. This is MHC class II binding data. (1) The peptide sequence is RRLGARLATTGQL. The MHC is DRB1_0404 with pseudo-sequence DRB1_0404. The binding affinity (normalized) is 0.507. (2) The binding affinity (normalized) is 0.475. The MHC is DRB1_1101 with pseudo-sequence DRB1_1101. The peptide sequence is YDKCLANVSTVLTGK. (3) The peptide sequence is FPDRASIIRLVGAVL. The MHC is HLA-DPA10103-DPB10401 with pseudo-sequence HLA-DPA10103-DPB10401. The binding affinity (normalized) is 0.204. (4) The peptide sequence is EERVERIKSEYMTSW. The MHC is DRB3_0202 with pseudo-sequence DRB3_0202. The binding affinity (normalized) is 0.